This data is from Catalyst prediction with 721,799 reactions and 888 catalyst types from USPTO. The task is: Predict which catalyst facilitates the given reaction. Reactant: [NH2:1][C:2]1[CH:3]=[C:4]([CH:6]=[CH:7][CH:8]=1)[NH2:5].[Cl:9][C:10]1[CH:15]=[CH:14][C:13]([NH:16][C:17](=[O:28])[C:18]2[CH:23]=[CH:22][CH:21]=[C:20]([C:24]([F:27])([F:26])[F:25])[CH:19]=2)=[CH:12][C:11]=1[C:29]1[C:42](=[O:43])[N:41]([CH3:44])[C:32]2[N:33]=[C:34](S(C)(=O)=O)[N:35]=[CH:36][C:31]=2[CH:30]=1. Product: [NH2:1][C:2]1[CH:3]=[C:4]([NH:5][C:34]2[N:35]=[CH:36][C:31]3[CH:30]=[C:29]([C:11]4[CH:12]=[C:13]([NH:16][C:17](=[O:28])[C:18]5[CH:23]=[CH:22][CH:21]=[C:20]([C:24]([F:26])([F:25])[F:27])[CH:19]=5)[CH:14]=[CH:15][C:10]=4[Cl:9])[C:42](=[O:43])[N:41]([CH3:44])[C:32]=3[N:33]=2)[CH:6]=[CH:7][CH:8]=1. The catalyst class is: 5.